Dataset: Forward reaction prediction with 1.9M reactions from USPTO patents (1976-2016). Task: Predict the product of the given reaction. Given the reactants BrC1C=C2C(=C(CBr)C=1)N(COCC[Si](C)(C)C)N=C2.[Br:21][C:22]1[CH:30]=[C:29]([CH2:31]Br)[C:28]2[C:24](=[CH:25][N:26]([CH2:33][O:34][CH2:35][CH2:36][Si:37]([CH3:40])([CH3:39])[CH3:38])[N:27]=2)[CH:23]=1, predict the reaction product. The product is: [Br:21][C:22]1[CH:30]=[C:29]([CH3:31])[C:28]2[C:24](=[CH:25][N:26]([CH2:33][O:34][CH2:35][CH2:36][Si:37]([CH3:38])([CH3:40])[CH3:39])[N:27]=2)[CH:23]=1.